Dataset: NCI-60 drug combinations with 297,098 pairs across 59 cell lines. Task: Regression. Given two drug SMILES strings and cell line genomic features, predict the synergy score measuring deviation from expected non-interaction effect. Drug 1: C1CC(=O)NC(=O)C1N2CC3=C(C2=O)C=CC=C3N. Drug 2: COC1=CC(=CC(=C1O)OC)C2C3C(COC3=O)C(C4=CC5=C(C=C24)OCO5)OC6C(C(C7C(O6)COC(O7)C8=CC=CS8)O)O. Cell line: PC-3. Synergy scores: CSS=19.7, Synergy_ZIP=-6.75, Synergy_Bliss=-3.66, Synergy_Loewe=-12.2, Synergy_HSA=0.0894.